Dataset: Reaction yield outcomes from USPTO patents with 853,638 reactions. Task: Predict the reaction yield, written as a fraction of the theoretical maximum amount of product (1.0 means a 100% yield; for example, 0.34 means a 34% yield). (1) The reactants are [O:1]=[C:2]1[N:11]2[CH:12]3[CH2:17][CH2:16][N:15]([C:18]([O:20][CH2:21][CH3:22])=[O:19])[CH2:14][CH:13]3[C:9]3[C:10]2=[C:5]([CH:6]=[CH:7][CH:8]=3)[N:4]([C:23]([O:25][CH2:26][CH3:27])=[O:24])[CH2:3]1.[H-].[Na+].[CH3:30]I. The catalyst is CN(C=O)C.O. The product is [CH3:30][CH:3]1[C:2](=[O:1])[N:11]2[CH:12]3[CH2:17][CH2:16][N:15]([C:18]([O:20][CH2:21][CH3:22])=[O:19])[CH2:14][CH:13]3[C:9]3[C:10]2=[C:5]([CH:6]=[CH:7][CH:8]=3)[N:4]1[C:23]([O:25][CH2:26][CH3:27])=[O:24]. The yield is 0.800. (2) The reactants are [CH:1]([C:4]1[CH:8]=[C:7]([NH2:9])[N:6]([C:10]2[CH:15]=[CH:14][CH:13]=[CH:12][CH:11]=2)[N:5]=1)([CH3:3])[CH3:2].C(=O)([O-])[O-].[K+].[K+].Cl[C:23]([O:25][C:26]1[CH:31]=[CH:30][CH:29]=[CH:28][CH:27]=1)=[O:24]. The catalyst is C(Cl)Cl. The product is [CH:1]([C:4]1[CH:8]=[C:7]([NH:9][C:23](=[O:24])[O:25][C:26]2[CH:31]=[CH:30][CH:29]=[CH:28][CH:27]=2)[N:6]([C:10]2[CH:15]=[CH:14][CH:13]=[CH:12][CH:11]=2)[N:5]=1)([CH3:3])[CH3:2]. The yield is 0.540.